From a dataset of Forward reaction prediction with 1.9M reactions from USPTO patents (1976-2016). Predict the product of the given reaction. Given the reactants [C:1]([C:3]1[CH:4]=[C:5]([CH2:9][C:10]([N:12]2[CH2:17][CH2:16][N:15]([CH3:18])[CH2:14][CH2:13]2)=[O:11])[CH:6]=[CH:7][CH:8]=1)#[CH:2].[CH3:19][C:20]1([CH3:27])[C:24]([CH3:26])([CH3:25])[O:23][BH:22][O:21]1.[NH4+].[Cl-], predict the reaction product. The product is: [CH3:18][N:15]1[CH2:16][CH2:17][N:12]([C:10](=[O:11])[CH2:9][C:5]2[CH:6]=[CH:7][CH:8]=[C:3](/[CH:1]=[CH:2]/[B:22]3[O:23][C:24]([CH3:26])([CH3:25])[C:20]([CH3:27])([CH3:19])[O:21]3)[CH:4]=2)[CH2:13][CH2:14]1.